This data is from Reaction yield outcomes from USPTO patents with 853,638 reactions. The task is: Predict the reaction yield, written as a fraction of the theoretical maximum amount of product (1.0 means a 100% yield; for example, 0.34 means a 34% yield). (1) The reactants are C[O:2][C:3]([C:5]1([CH2:12][NH:13][C:14]([O:16][C:17]([CH3:20])([CH3:19])[CH3:18])=[O:15])[C:7]2([CH2:11][CH2:10][CH2:9][CH2:8]2)[CH2:6]1)=[O:4].O[Li].O.O. The catalyst is CO. The product is [C:17]([O:16][C:14]([NH:13][CH2:12][C:5]1([C:3]([OH:4])=[O:2])[C:7]2([CH2:11][CH2:10][CH2:9][CH2:8]2)[CH2:6]1)=[O:15])([CH3:20])([CH3:18])[CH3:19]. The yield is 0.800. (2) The reactants are [CH2:1]([O:3][C:4]1[CH:9]=[CH:8][C:7]([N:10]([CH3:33])[C:11]2[C:20]3[C:15](=[CH:16][CH:17]=[CH:18][CH:19]=3)[N:14]=[C:13]([CH2:21][N:22]3C(=O)C4C(=CC=CC=4)C3=O)[N:12]=2)=[C:6]([F:34])[CH:5]=1)[CH3:2].ClCC1N=C(N(C2C=CC(OCC)=CC=2F)C)C2C(=CC=CC=2)N=1.C1(=O)NC(=O)C2=CC=CC=C12.[K]. The catalyst is CN(C)C=O. The product is [NH2:22][CH2:21][C:13]1[N:12]=[C:11]([N:10]([C:7]2[CH:8]=[CH:9][C:4]([O:3][CH2:1][CH3:2])=[CH:5][C:6]=2[F:34])[CH3:33])[C:20]2[C:15](=[CH:16][CH:17]=[CH:18][CH:19]=2)[N:14]=1. The yield is 0.900. (3) The reactants are C[O:2][C:3](=[O:14])[C:4]1[CH:9]=[CH:8][CH:7]=[C:6]([C:10](=[NH:13])[NH:11][OH:12])[CH:5]=1.C(N(C(C)C)CC)(C)C.[F:24][C:25]1[CH:33]=[CH:32][CH:31]=[CH:30][C:26]=1[C:27](Cl)=O. The catalyst is C1COCC1. The product is [F:24][C:25]1[CH:33]=[CH:32][CH:31]=[CH:30][C:26]=1[C:27]1[O:12][N:11]=[C:10]([C:6]2[CH:5]=[C:4]([CH:9]=[CH:8][CH:7]=2)[C:3]([OH:2])=[O:14])[N:13]=1. The yield is 0.830. (4) The reactants are C([Si](C)(C)[O:6][CH2:7][CH2:8][CH2:9][CH2:10][CH:11]([C:30]1[CH:35]=[CH:34][N:33]=[CH:32][CH:31]=1)[CH2:12][CH2:13][CH2:14][CH2:15][CH2:16][CH2:17][CH2:18][CH2:19][CH:20]=[CH:21][CH2:22][CH2:23][CH2:24][CH2:25][CH2:26][CH2:27][CH2:28][CH3:29])(C)(C)C.[F-].C([N+](CCCC)(CCCC)CCCC)CCC.CCCCCCC.C(OC(=O)C)C.O. The catalyst is O1CCCC1. The product is [N:33]1[CH:34]=[CH:35][C:30]([C:11]([CH2:12][CH2:13][CH2:14][CH2:15][CH2:16][CH2:17][CH2:18][CH2:19][CH2:20][CH2:21][CH2:22][CH2:23][CH2:24][CH2:25][CH2:26][CH2:27][CH2:28][CH3:29])=[CH:10][CH2:9][CH2:8][CH2:7][OH:6])=[CH:31][CH:32]=1. The yield is 0.880. (5) The reactants are [CH:1]1[CH:6]=[CH:5][C:4]([C:7](/[CH:9]=[N:10]/O)=O)=[CH:3][CH:2]=1.Cl.[NH2:13][CH:14]([CH2:17][C:18]1[CH:23]=[CH:22][CH:21]=[CH:20][CH:19]=1)[C:15]#[N:16]. The product is [NH2:16][C:15]1[C:14]([CH2:17][C:18]2[CH:23]=[CH:22][CH:21]=[CH:20][CH:19]=2)=[N:13][C:7]([C:4]2[CH:5]=[CH:6][CH:1]=[CH:2][CH:3]=2)=[CH:9][N:10]=1. The catalyst is Cl[Ti](Cl)(Cl)Cl.N1C=CC=CC=1. The yield is 0.290.